From a dataset of Catalyst prediction with 721,799 reactions and 888 catalyst types from USPTO. Predict which catalyst facilitates the given reaction. (1) Reactant: [I:1]Cl.[Cl:3][C:4]1[N:5]=[C:6]([NH:31][C@@H:32]([CH:34]2[CH2:37][CH2:36][CH2:35]2)[CH3:33])[C:7]2[N:12]([CH2:13][C:14]3[CH:19]=[CH:18][C:17]([C:20]([F:23])([F:22])[F:21])=[CH:16][CH:15]=3)[C:11]([C:24]3[CH:25]=[C:26]([CH3:30])[CH:27]=[CH:28][CH:29]=3)=[CH:10][C:8]=2[N:9]=1. Product: [Cl:3][C:4]1[N:5]=[C:6]([NH:31][C@@H:32]([CH:34]2[CH2:35][CH2:36][CH2:37]2)[CH3:33])[C:7]2[N:12]([CH2:13][C:14]3[CH:19]=[CH:18][C:17]([C:20]([F:23])([F:22])[F:21])=[CH:16][CH:15]=3)[C:11]([C:24]3[CH:25]=[C:26]([CH3:30])[CH:27]=[CH:28][CH:29]=3)=[C:10]([I:1])[C:8]=2[N:9]=1. The catalyst class is: 124. (2) Reactant: C([Si](C)(C)[O:6][C:7]1[CH:8]=[C:9]([CH:28]=[CH2:29])[C:10]2[O:14][C:13]([C:15]3[CH:20]=[CH:19][C:18]([O:21][S:22]([O-:25])(=[O:24])=[O:23])=[C:17]([F:26])[CH:16]=3)=[N:12][C:11]=2[CH:27]=1)(C)(C)C.[Na+:32].[F-]. Product: [OH:6][C:7]1[CH:8]=[C:9]([CH:28]=[CH2:29])[C:10]2[O:14][C:13]([C:15]3[CH:20]=[CH:19][C:18]([O:21][S:22]([O-:25])(=[O:23])=[O:24])=[C:17]([F:26])[CH:16]=3)=[N:12][C:11]=2[CH:27]=1.[Na+:32]. The catalyst class is: 23. (3) Reactant: [NH2:1][C:2]1[CH:6]([O:7][CH2:8][CH3:9])[O:5][C:4](=[O:10])[CH:3]=1.[C:11]([O:15][C:16]([N:18]1[CH2:22][CH2:21][CH2:20][CH:19]1[C:23](F)=[O:24])=[O:17])([CH3:14])([CH3:13])[CH3:12].CC(C)([O-])C.[Na+]. Product: [C:11]([O:15][C:16]([N:18]1[CH2:22][CH2:21][CH2:20][C@@H:19]1[C:23](=[O:24])[NH:1][C:2]1[CH:6]([O:7][CH2:8][CH3:9])[O:5][C:4](=[O:10])[CH:3]=1)=[O:17])([CH3:14])([CH3:13])[CH3:12]. The catalyst class is: 54. (4) Reactant: C([O-])=O.[NH4+].[C:5]([O:9][C:10]([NH:12][C@@H:13]1[CH2:18][CH2:17][CH2:16][N:15]([C:19]2[N:40](CC3C=CC=CC=3Cl)[C:22]3[C:23](=[O:39])[N:24]([CH3:38])[C:25]4[CH:26]=[C:27]([C:31]([O:33][C:34]([CH3:37])([CH3:36])[CH3:35])=[O:32])[CH:28]=[CH:29][C:30]=4[C:21]=3[N:20]=2)[CH2:14]1)=[O:11])([CH3:8])([CH3:7])[CH3:6]. Product: [C:5]([O:9][C:10]([NH:12][C@@H:13]1[CH2:18][CH2:17][CH2:16][N:15]([C:19]2[NH:40][C:22]3[C:23](=[O:39])[N:24]([CH3:38])[C:25]4[CH:26]=[C:27]([C:31]([O:33][C:34]([CH3:37])([CH3:36])[CH3:35])=[O:32])[CH:28]=[CH:29][C:30]=4[C:21]=3[N:20]=2)[CH2:14]1)=[O:11])([CH3:8])([CH3:6])[CH3:7]. The catalyst class is: 129. (5) Reactant: C([O:9][CH:10]([C:18]([F:21])([F:20])[F:19])[C:11]([F:17])([F:16])[S:12]([O-:15])(=[O:14])=[O:13])(=O)C1C=CC=CC=1.[C:22]1([S+:28]([C:35]2[CH:40]=[CH:39][CH:38]=[CH:37][CH:36]=2)[C:29]2[CH:34]=[CH:33][CH:32]=[CH:31][CH:30]=2)[CH:27]=[CH:26][CH:25]=[CH:24][CH:23]=1.[OH-].[Na+].Cl. Product: [OH:9][CH:10]([C:18]([F:21])([F:19])[F:20])[C:11]([F:16])([F:17])[S:12]([O-:15])(=[O:14])=[O:13].[C:35]1([S+:28]([C:22]2[CH:23]=[CH:24][CH:25]=[CH:26][CH:27]=2)[C:29]2[CH:34]=[CH:33][CH:32]=[CH:31][CH:30]=2)[CH:36]=[CH:37][CH:38]=[CH:39][CH:40]=1. The catalyst class is: 5. (6) Reactant: [C:1]1([S:7][C:8]2[CH:13]=[CH:12][C:11]([C:14](=O)[CH2:15][CH2:16][CH3:17])=[CH:10][CH:9]=2)[CH:6]=[CH:5][CH:4]=[CH:3][CH:2]=1.[Al+3].[Cl-].[Cl-].[Cl-].[BH4-].[Na+]. Product: [CH2:14]([C:11]1[CH:12]=[CH:13][C:8]([S:7][C:1]2[CH:6]=[CH:5][CH:4]=[CH:3][CH:2]=2)=[CH:9][CH:10]=1)[CH2:15][CH2:16][CH3:17]. The catalyst class is: 1. (7) Reactant: [C:1]([C:5]1[S:9]/[C:8](=[N:10]\[C:11](=[O:23])[C:12]2[CH:17]=[C:16]([C:18]([F:21])([F:20])[F:19])[CH:15]=[CH:14][C:13]=2F)/[N:7]([CH2:24][C@@H:25]2[CH2:29][CH2:28][CH2:27][O:26]2)[CH:6]=1)([CH3:4])([CH3:3])[CH3:2].[Si:30]([O:37][CH2:38][C@H:39]([NH:42][C:43](=[O:49])[O:44][C:45]([CH3:48])([CH3:47])[CH3:46])[CH2:40][OH:41])([C:33]([CH3:36])([CH3:35])[CH3:34])([CH3:32])[CH3:31].CC(C)([O-])C.[K+]. Product: [Si:30]([O:37][CH2:38][C@H:39]([NH:42][C:43](=[O:49])[O:44][C:45]([CH3:48])([CH3:47])[CH3:46])[CH2:40][O:41][C:13]1[CH:14]=[CH:15][C:16]([C:18]([F:21])([F:19])[F:20])=[CH:17][C:12]=1[C:11](/[N:10]=[C:8]1\[S:9][C:5]([C:1]([CH3:2])([CH3:3])[CH3:4])=[CH:6][N:7]\1[CH2:24][C@@H:25]1[CH2:29][CH2:28][CH2:27][O:26]1)=[O:23])([C:33]([CH3:36])([CH3:35])[CH3:34])([CH3:32])[CH3:31]. The catalyst class is: 1. (8) Reactant: [F:1][C:2]1[CH:7]=[CH:6][CH:5]=[C:4]([F:8])[C:3]=1[NH:9][C:10]([C:12]1[CH:16]=[CH:15][N:14]([CH2:17][C:18]2[CH:23]=[CH:22][CH:21]=[CH:20][C:19]=2I)[N:13]=1)=[O:11].[CH3:25][O:26][C:27]1[CH:28]=[C:29]([OH:33])[CH:30]=[CH:31][CH:32]=1.C(=O)([O-])[O-].[Cs+].[Cs+]. The catalyst class is: 16. Product: [F:1][C:2]1[CH:7]=[CH:6][CH:5]=[C:4]([F:8])[C:3]=1[NH:9][C:10]([C:12]1[CH:16]=[CH:15][N:14]([CH2:17][C:18]2[CH:23]=[CH:22][CH:21]=[CH:20][C:19]=2[O:33][C:29]2[CH:30]=[CH:31][CH:32]=[C:27]([O:26][CH3:25])[CH:28]=2)[N:13]=1)=[O:11].